This data is from Reaction yield outcomes from USPTO patents with 853,638 reactions. The task is: Predict the reaction yield, written as a fraction of the theoretical maximum amount of product (1.0 means a 100% yield; for example, 0.34 means a 34% yield). The reactants are [CH3:1][C:2]1[CH:7]=[CH:6][N:5]=[CH:4][C:3]=1[C:8](=[O:10])[CH3:9].[ClH:11].CCOCC.Cl.[Cl:18]N1C(=O)CCC1=O. The catalyst is CCOCC.Cl.C(O)(=O)C. The product is [ClH:18].[Cl:11][CH2:9][C:8]([C:3]1[CH:4]=[N:5][CH:6]=[CH:7][C:2]=1[CH3:1])=[O:10]. The yield is 0.830.